This data is from Full USPTO retrosynthesis dataset with 1.9M reactions from patents (1976-2016). The task is: Predict the reactants needed to synthesize the given product. (1) The reactants are: C(N1C=CN=C1)(N1C=CN=C1)=O.[CH3:13][S:14]([CH2:17][CH2:18][C:19]([OH:21])=O)(=[O:16])=[O:15].S(C1C=CC(C)=CC=1)(O)(=O)=O.S(C1C=CC(C)=CC=1)(O)(=O)=O.[CH2:44]([N:51]1[CH2:55][C@@H:54]([F:56])[C@H:53]([NH2:57])[CH2:52]1)[C:45]1[CH:50]=[CH:49][CH:48]=[CH:47][CH:46]=1. Given the product [CH2:44]([N:51]1[CH2:55][C@@H:54]([F:56])[C@H:53]([NH:57][C:19](=[O:21])[CH2:18][CH2:17][S:14]([CH3:13])(=[O:16])=[O:15])[CH2:52]1)[C:45]1[CH:46]=[CH:47][CH:48]=[CH:49][CH:50]=1, predict the reactants needed to synthesize it. (2) Given the product [CH:1]([C:4]1[CH:5]=[C:6]([CH:19]=[CH:20][C:21]=1[O:22][CH3:23])[O:7][C:8]1[C:13]([CH3:14])=[CH:12][C:11]([NH:15][C:16]2[NH:26][N:25]=[N:24][N:17]=2)=[CH:10][C:9]=1[CH3:18])([CH3:3])[CH3:2].[CH3:18][C:9]1[CH:10]=[C:11]([NH:15][C:16]2[NH:26][N:25]=[N:24][N:17]=2)[CH:12]=[C:13]([CH3:14])[C:8]=1[O:7][C:6]1[CH:19]=[CH:20][C:21]([OH:22])=[C:4]([CH:1]([CH3:3])[CH3:2])[CH:5]=1, predict the reactants needed to synthesize it. The reactants are: [CH:1]([C:4]1[CH:5]=[C:6]([CH:19]=[CH:20][C:21]=1[O:22][CH3:23])[O:7][C:8]1[C:13]([CH3:14])=[CH:12][C:11]([NH:15][C:16]#[N:17])=[CH:10][C:9]=1[CH3:18])([CH3:3])[CH3:2].[N-:24]=[N+:25]=[N-:26].[Na+].[Cl-].[NH4+].